Dataset: NCI-60 drug combinations with 297,098 pairs across 59 cell lines. Task: Regression. Given two drug SMILES strings and cell line genomic features, predict the synergy score measuring deviation from expected non-interaction effect. (1) Drug 1: C1=NC2=C(N1)C(=S)N=CN2. Drug 2: C1=NNC2=C1C(=O)NC=N2. Cell line: 786-0. Synergy scores: CSS=37.5, Synergy_ZIP=-0.286, Synergy_Bliss=-0.584, Synergy_Loewe=-27.9, Synergy_HSA=-3.12. (2) Drug 1: CN(CC1=CN=C2C(=N1)C(=NC(=N2)N)N)C3=CC=C(C=C3)C(=O)NC(CCC(=O)O)C(=O)O. Drug 2: C(CC(=O)O)C(=O)CN.Cl. Cell line: KM12. Synergy scores: CSS=54.8, Synergy_ZIP=0.723, Synergy_Bliss=2.02, Synergy_Loewe=-3.35, Synergy_HSA=4.96. (3) Synergy scores: CSS=54.8, Synergy_ZIP=-2.80, Synergy_Bliss=-3.55, Synergy_Loewe=-8.74, Synergy_HSA=2.64. Drug 2: C1C(C(OC1N2C=C(C(=O)NC2=O)F)CO)O. Cell line: U251. Drug 1: C1=C(C(=O)NC(=O)N1)N(CCCl)CCCl. (4) Drug 1: C1=CC=C(C=C1)NC(=O)CCCCCCC(=O)NO. Drug 2: CS(=O)(=O)CCNCC1=CC=C(O1)C2=CC3=C(C=C2)N=CN=C3NC4=CC(=C(C=C4)OCC5=CC(=CC=C5)F)Cl. Cell line: A549. Synergy scores: CSS=4.69, Synergy_ZIP=-3.83, Synergy_Bliss=0.275, Synergy_Loewe=-2.10, Synergy_HSA=-0.812.